This data is from Forward reaction prediction with 1.9M reactions from USPTO patents (1976-2016). The task is: Predict the product of the given reaction. Given the reactants [C:1]([OH:6])(=[O:5])[CH:2]([CH3:4])[OH:3].[CH3:7][C@@H:8]1[O:15][C:13](=[O:14])[C@H:12]([CH3:16])[O:11][C:9]1=[O:10], predict the reaction product. The product is: [C:1]([OH:6])(=[O:5])[C@H:2]([CH3:4])[OH:3].[CH3:7][C@H:8]1[O:15][C:13](=[O:14])[C@@H:12]([CH3:16])[O:11][C:9]1=[O:10].